The task is: Regression. Given a peptide amino acid sequence and an MHC pseudo amino acid sequence, predict their binding affinity value. This is MHC class I binding data.. This data is from Peptide-MHC class I binding affinity with 185,985 pairs from IEDB/IMGT. (1) The peptide sequence is TQFESLKIY. The MHC is BoLA-D18.4 with pseudo-sequence BoLA-D18.4. The binding affinity (normalized) is 0.563. (2) The peptide sequence is RPNNNTRKSI. The MHC is HLA-A68:01 with pseudo-sequence HLA-A68:01. The binding affinity (normalized) is 0.0135. (3) The peptide sequence is YTCNKPYTA. The MHC is HLA-A02:02 with pseudo-sequence HLA-A02:02. The binding affinity (normalized) is 0.288. (4) The peptide sequence is VTTKDYFSFK. The MHC is HLA-A03:01 with pseudo-sequence HLA-A03:01. The binding affinity (normalized) is 0.698. (5) The peptide sequence is AIFQSSMTK. The MHC is HLA-A02:02 with pseudo-sequence HLA-A02:02. The binding affinity (normalized) is 0.0902. (6) The peptide sequence is KLLPEGYWV. The MHC is HLA-A02:01 with pseudo-sequence HLA-A02:01. The binding affinity (normalized) is 1.00. (7) The peptide sequence is FANSKFTLV. The MHC is HLA-A68:02 with pseudo-sequence HLA-A68:02. The binding affinity (normalized) is 0.573. (8) The peptide sequence is QKFPYEGGK. The MHC is HLA-A11:01 with pseudo-sequence HLA-A11:01. The binding affinity (normalized) is 0. (9) The peptide sequence is ELQSVLVTTY. The MHC is HLA-A33:01 with pseudo-sequence HLA-A33:01. The binding affinity (normalized) is 0. (10) The peptide sequence is RPQNASSSSQ. The MHC is HLA-B07:02 with pseudo-sequence HLA-B07:02. The binding affinity (normalized) is 0.577.